Dataset: Forward reaction prediction with 1.9M reactions from USPTO patents (1976-2016). Task: Predict the product of the given reaction. (1) Given the reactants [H-].[Al+3].[Li+].[H-].[H-].[H-].[Cl:7][C:8]1[CH:9]=[C:10]([CH:16]=[CH:17][CH:18]=1)[CH:11]=[CH:12][C:13](O)=[O:14], predict the reaction product. The product is: [Cl:7][C:8]1[CH:9]=[C:10]([CH2:11][CH2:12][CH2:13][OH:14])[CH:16]=[CH:17][CH:18]=1. (2) Given the reactants C(=O)([O-])O.[Na+].Cl.[NH2:7][CH2:8][C:9](=[O:21])[CH2:10][CH2:11][C:12]([O:14][CH2:15][CH2:16][CH2:17][CH2:18][CH2:19][CH3:20])=[O:13].[C:22]1(C)[CH:27]=[CH:26][C:25]([S:28]([OH:31])(=[O:30])=[O:29])=[CH:24][CH:23]=1, predict the reaction product. The product is: [C:24]1([CH3:8])[C:25]([S:28]([OH:31])(=[O:29])=[O:30])=[CH:26][CH:27]=[CH:22][CH:23]=1.[NH2:7][CH2:8][C:9](=[O:21])[CH2:10][CH2:11][C:12]([O:14][CH2:15][CH2:16][CH2:17][CH2:18][CH2:19][CH3:20])=[O:13]. (3) Given the reactants [CH3:13][C:12]([O:11][C:9](O[C:9]([O:11][C:12]([CH3:15])([CH3:14])[CH3:13])=[O:10])=[O:10])([CH3:15])[CH3:14].[NH2:16][CH2:17][CH2:18][O:19][CH2:20][CH2:21][OH:22], predict the reaction product. The product is: [OH:22][CH2:21][CH2:20][O:19][CH2:18][CH2:17][NH:16][C:9](=[O:10])[O:11][C:12]([CH3:13])([CH3:14])[CH3:15]. (4) Given the reactants [N+:1]([C:4]1[CH:16]=[CH:15][C:7]([CH:8]=[CH:9][C:10]([O:12][CH2:13]C)=[O:11])=[C:6](OCC)[CH:5]=1)([O-])=O.[Mg].[C:21](OCC)(=[O:23])[CH3:22], predict the reaction product. The product is: [CH2:21]([O:23][CH:9]([CH2:8][C:7]1[CH:6]=[CH:5][C:4]([NH2:1])=[CH:16][CH:15]=1)[C:10]([O:12][CH3:13])=[O:11])[CH3:22]. (5) The product is: [F:19][C:15]1[C:16]([NH2:18])=[N:17][C:12]([NH:11][C:20]2[CH:21]=[CH:22][C:23]3[O:27][CH:26]([C:28]([OH:30])=[O:29])[CH2:25][C:24]=3[CH:32]=2)=[N:13][CH:14]=1. Given the reactants C(C1C=CC([N:11]([C:20]2[CH:21]=[CH:22][C:23]3[O:27][CH:26]([C:28]([O:30]C)=[O:29])[CH2:25][C:24]=3[CH:32]=2)[C:12]2[N:17]=[C:16]([NH2:18])[C:15]([F:19])=[CH:14][N:13]=2)=CC=1)(C)(C)C.O, predict the reaction product.